Task: Predict the product of the given reaction.. Dataset: Forward reaction prediction with 1.9M reactions from USPTO patents (1976-2016) Given the reactants [C:1]1([CH3:19])[CH:6]=[CH:5][C:4]([N:7]2[C:11](C(O)=O)=[CH:10][C:9]([Si:15]([CH3:18])([CH3:17])[CH3:16])=[N:8]2)=[CH:3][CH:2]=1.C([N:22]([CH2:25]C)CC)C.C1C=CC(P(N=[N+]=[N-])(C2C=CC=CC=2)=[O:34])=CC=1.[NH2:44][C:45]1[C:54]2[C:49](=[CH:50][CH:51]=[CH:52][CH:53]=2)[C:48]([O:55][C:56]2[CH:61]=[CH:60][N:59]=[C:58]([NH:62][C:63]3[CH:64]=[C:65]([CH:77]=[C:78]([C:80]#[CH:81])[CH:79]=3)[C:66]([NH:68][CH2:69][CH2:70][N:71]3[CH2:76][CH2:75][O:74][CH2:73][CH2:72]3)=[O:67])[N:57]=2)=[CH:47][CH:46]=1, predict the reaction product. The product is: [C:80]([C:78]1[CH:77]=[C:65]([CH:64]=[C:63]([NH:62][C:58]2[N:57]=[C:56]([O:55][C:48]3[C:49]4[C:54](=[CH:53][CH:52]=[CH:51][CH:50]=4)[C:45]([NH:44][C:25]([NH:22][C:11]4[N:7]([C:4]5[CH:3]=[CH:2][C:1]([CH3:19])=[CH:6][CH:5]=5)[N:8]=[C:9]([Si:15]([CH3:16])([CH3:17])[CH3:18])[CH:10]=4)=[O:34])=[CH:46][CH:47]=3)[CH:61]=[CH:60][N:59]=2)[CH:79]=1)[C:66]([NH:68][CH2:69][CH2:70][N:71]1[CH2:76][CH2:75][O:74][CH2:73][CH2:72]1)=[O:67])#[CH:81].